From a dataset of Catalyst prediction with 721,799 reactions and 888 catalyst types from USPTO. Predict which catalyst facilitates the given reaction. (1) The catalyst class is: 23. Product: [NH2:1][C:2]1[C:7]([F:8])=[C:6]([CH:9]2[CH2:13][CH2:12][CH2:11][O:10]2)[N:5]=[C:4]([CH:14]=[O:15])[C:3]=1[Cl:16]. Reactant: [NH2:1][C:2]1[C:7]([F:8])=[C:6]([CH:9]2[CH2:13][CH2:12][CH2:11][O:10]2)[N:5]=[C:4]([CH:14]=[O:15])[CH:3]=1.[Cl:16]N1C(C)(C)C(=O)N(Cl)C1=O. (2) Reactant: [O:1]([CH2:8][CH2:9][CH2:10][C:11]1[S:15][C:14]([C:16]2[CH:25]=[C:24]3[C:19]([CH2:20][CH2:21][CH2:22][NH:23]3)=[CH:18][CH:17]=2)=[N:13][C:12]=1[C:26]([O:28][CH2:29][CH3:30])=[O:27])[C:2]1[CH:7]=[CH:6][CH:5]=[CH:4][CH:3]=1.[S:31]1[C:35]2[CH:36]=[CH:37][CH:38]=[CH:39][C:34]=2[N:33]=[C:32]1[NH:40][C:41]([N:43]1[CH:47]=[CH:46]N=[CH:44]1)=[O:42].CN(C=O)C. Product: [S:31]1[C:35]2[CH:36]=[CH:37][CH:38]=[CH:39][C:34]=2[N:33]=[C:32]1[NH:40][C:41]([N:23]1[C:24]2[C:19](=[CH:18][CH:17]=[C:16]([C:14]3[S:15][C:11]([CH2:10][CH2:9][CH2:8][O:1][C:2]4[CH:3]=[CH:4][CH:5]=[CH:6][CH:7]=4)=[C:12]([C:26]([OH:28])=[O:27])[N:13]=3)[CH:25]=2)[CH2:20][CH2:21][CH2:22]1)=[O:42].[S:31]1[C:35]2[CH:36]=[CH:37][CH:38]=[CH:39][C:34]=2[N:33]=[C:32]1[NH:40][C:41]([N:43]1[C:44]2[C:19](=[CH:18][CH:17]=[C:16]([C:14]3[S:15][C:11]([CH2:10][CH2:9][CH2:8][O:1][C:2]4[CH:7]=[CH:6][CH:5]=[CH:4][CH:3]=4)=[C:12]([C:26]([O:28][CH2:29][CH3:30])=[O:27])[N:13]=3)[CH:25]=2)[CH2:20][CH2:46][CH2:47]1)=[O:42]. The catalyst class is: 25. (3) Reactant: [Br:1][C:2]1[CH:3]=[C:4]([C:11]([C:14]2[CH:15]=[C:16]([CH2:20][OH:21])[CH:17]=[CH:18][CH:19]=2)([CH3:13])[CH3:12])[CH:5]=[C:6]([N+:8]([O-:10])=[O:9])[CH:7]=1.[CH3:22][S:23](Cl)(=[O:25])=[O:24].CCN(C(C)C)C(C)C. Product: [CH3:22][S:23]([O:21][CH2:20][C:16]1[CH:17]=[CH:18][CH:19]=[C:14]([C:11]([C:4]2[CH:5]=[C:6]([N+:8]([O-:10])=[O:9])[CH:7]=[C:2]([Br:1])[CH:3]=2)([CH3:13])[CH3:12])[CH:15]=1)(=[O:25])=[O:24]. The catalyst class is: 2.